Dataset: Full USPTO retrosynthesis dataset with 1.9M reactions from patents (1976-2016). Task: Predict the reactants needed to synthesize the given product. Given the product [NH2:46][C:42]1[N:41]=[C:40]([C:38]2[O:39][C:35]3[CH:34]=[CH:33][C:32]([CH2:31][C:30]4[CH:29]=[C:28]([OH:27])[CH:51]=[CH:50][CH:49]=4)=[CH:48][C:36]=3[C:37]=2[CH3:47])[CH:45]=[CH:44][N:43]=1, predict the reactants needed to synthesize it. The reactants are: NC1N=C(C2SC3C=CC(OC4C=C(O)C=CC=4)=CC=3C=2C)C=CN=1.C[O:27][C:28]1[CH:29]=[C:30]([CH:49]=[CH:50][CH:51]=1)[CH2:31][C:32]1[CH:33]=[CH:34][C:35]2[O:39][C:38]([C:40]3[CH:45]=[CH:44][N:43]=[C:42]([NH2:46])[N:41]=3)=[C:37]([CH3:47])[C:36]=2[CH:48]=1.COC1C=C(C=CC=1)OC1C=CC2SC(C3C=CN=C(N)N=3)=C(C)C=2C=1.